This data is from Reaction yield outcomes from USPTO patents with 853,638 reactions. The task is: Predict the reaction yield, written as a fraction of the theoretical maximum amount of product (1.0 means a 100% yield; for example, 0.34 means a 34% yield). (1) The reactants are C([O:3][C:4]([C:6]1([C:9]2[CH:14]=[CH:13][C:12]([C:15]3[CH:20]=[CH:19][C:18]([C:21]4[S:22][C:23]([Cl:37])=[CH:24][C:25]=4[NH:26][C:27]([O:29][C@@H:30]([C:32]4[CH:36]=[CH:35][S:34][CH:33]=4)[CH3:31])=[O:28])=[CH:17][C:16]=3[O:38][CH3:39])=[CH:11][CH:10]=2)[CH2:8][CH2:7]1)=[O:5])C.C(O)(C)C.[OH-].[Na+].Cl. The catalyst is O1CCCC1.O.C(OCC)(=O)C. The product is [Cl:37][C:23]1[S:22][C:21]([C:18]2[CH:19]=[CH:20][C:15]([C:12]3[CH:11]=[CH:10][C:9]([C:6]4([C:4]([OH:5])=[O:3])[CH2:7][CH2:8]4)=[CH:14][CH:13]=3)=[C:16]([O:38][CH3:39])[CH:17]=2)=[C:25]([NH:26][C:27]([O:29][C@@H:30]([C:32]2[CH:36]=[CH:35][S:34][CH:33]=2)[CH3:31])=[O:28])[CH:24]=1. The yield is 0.680. (2) The reactants are [C:1]1([S:11]([NH2:14])(=[O:13])=[O:12])[C:2]([S:7]([NH2:10])(=[O:9])=[O:8])=[CH:3][CH:4]=[CH:5][CH:6]=1.[O:15]1[C:19]2[CH:20]=[CH:21][CH:22]=[CH:23][C:18]=2[N:17]=[C:16]1[C:24]1[CH:32]=[CH:31][C:27]([C:28](O)=[O:29])=[CH:26][CH:25]=1.C(Cl)CCl. The catalyst is CN(C1C=CN=CC=1)C.CN(C=O)C. The product is [O:15]1[C:19]2[CH:20]=[CH:21][CH:22]=[CH:23][C:18]=2[N:17]=[C:16]1[C:24]1[CH:32]=[CH:31][C:27]([C:28]([NH:10][S:7]([C:2]2[CH:3]=[CH:4][CH:5]=[CH:6][C:1]=2[S:11](=[O:13])(=[O:12])[NH2:14])(=[O:9])=[O:8])=[O:29])=[CH:26][CH:25]=1. The yield is 0.420. (3) The reactants are [F:1][C:2]1[CH:3]=[CH:4][C:5]2[S:11][C:10]3[CH:12]=[CH:13][CH:14]=[CH:15][C:9]=3[N:8]=[C:7]([N:16]3[CH2:21][CH2:20][NH:19][CH2:18][CH2:17]3)[C:6]=2[CH:22]=1.C(N(CC)CC)C.[C:30](Cl)(=[O:32])[CH3:31]. The catalyst is C(Cl)Cl. The product is [F:1][C:2]1[CH:3]=[CH:4][C:5]2[S:11][C:10]3[CH:12]=[CH:13][CH:14]=[CH:15][C:9]=3[N:8]=[C:7]([N:16]3[CH2:21][CH2:20][N:19]([C:30](=[O:32])[CH3:31])[CH2:18][CH2:17]3)[C:6]=2[CH:22]=1. The yield is 0.800. (4) The reactants are [CH3:1][C:2]1([CH3:29])[CH2:15][CH2:14][C:13]([CH3:17])([CH3:16])[C:12]2[CH:11]=[C:10]3[C:5]([CH:6]=[CH:7][CH:8]=[C:9]3[CH:18](O)[C:19]3[CH:27]=[CH:26][C:22]([C:23]([OH:25])=[O:24])=[CH:21][CH:20]=3)=[CH:4][C:3]1=2.C([SiH](CC)CC)C.B(F)(F)F.CCOCC.CCO. The catalyst is ClCCl.O.CCOC(C)=O. The product is [CH3:1][C:2]1([CH3:29])[CH2:15][CH2:14][C:13]([CH3:16])([CH3:17])[C:12]2[CH:11]=[C:10]3[C:5]([CH:6]=[CH:7][CH:8]=[C:9]3[CH2:18][C:19]3[CH:27]=[CH:26][C:22]([C:23]([OH:25])=[O:24])=[CH:21][CH:20]=3)=[CH:4][C:3]1=2. The yield is 0.550. (5) The reactants are [C:1]([C:4]1[C:9]([CH3:10])=[CH:8][C:7]([NH:11]C(=O)C)=[CH:6][C:5]=1[Cl:15])(=[O:3])[CH3:2].Cl.[OH-].[Na+]. The catalyst is C(O)C. The product is [NH2:11][C:7]1[CH:8]=[C:9]([CH3:10])[C:4]([C:1](=[O:3])[CH3:2])=[C:5]([Cl:15])[CH:6]=1. The yield is 0.880. (6) The reactants are [Cl:1][C:2]1[CH:3]=[C:4]([C:8]#[CH:9])[CH:5]=[CH:6][CH:7]=1.[CH2:10]([O:12][C:13]([N:15]1[CH2:20][CH2:19][NH:18][CH2:17][CH2:16]1)=[O:14])[CH3:11].[S:21]1[CH:25]=[CH:24][CH:23]=[C:22]1[CH:26]=O. The catalyst is [Au](Br)(Br)Br. The product is [CH2:10]([O:12][C:13]([N:15]1[CH2:16][CH2:17][N:18]([CH:26]([C:22]2[S:21][CH:25]=[CH:24][CH:23]=2)[C:9]#[C:8][C:4]2[CH:5]=[CH:6][CH:7]=[C:2]([Cl:1])[CH:3]=2)[CH2:19][CH2:20]1)=[O:14])[CH3:11]. The yield is 0.200. (7) The reactants are [NH:1]1[CH2:6][CH2:5][CH:4]([CH2:7][NH:8][C:9](=[O:15])[O:10][C:11]([CH3:14])([CH3:13])[CH3:12])[CH2:3][CH2:2]1.Cl[CH2:17][C:18]([CH3:30])([CH3:29])[C:19]([O:21][CH2:22][C:23]1[CH:28]=[CH:27][CH:26]=[CH:25][CH:24]=1)=[O:20].ClCC(C)(C)C(Cl)=O.C(O)C1C=CC=CC=1.C(N(C(C)C)C(C)C)C.[I-].[Na+]. The catalyst is CN(C)C=O. The product is [C:11]([O:10][C:9](=[O:15])[NH:8][CH2:7][CH:4]1[CH2:5][CH2:6][N:1]([CH2:30][C:18]([C:19]([O:21][CH2:22][C:23]2[CH:28]=[CH:27][CH:26]=[CH:25][CH:24]=2)=[O:20])([CH3:17])[CH3:29])[CH2:2][CH2:3]1)([CH3:12])([CH3:14])[CH3:13]. The yield is 0.0100.